Predict the reactants needed to synthesize the given product. From a dataset of Full USPTO retrosynthesis dataset with 1.9M reactions from patents (1976-2016). (1) Given the product [F:64][C:61]1[CH:60]=[CH:59][C:58]([CH2:57][N:55]([CH3:56])[C:53](=[O:54])[C@@H:52]([NH:51][C:43]([C:38]2[CH:39]=[C:40]3[C:35](=[CH:36][CH:37]=2)[N:34]=[C:33]([NH:32][C:30](=[O:31])[C:29]2[CH:46]=[CH:47][CH:48]=[CH:49][C:28]=2[C:26]2[N:27]=[C:21]4[N:22]([CH:25]=2)[CH:23]=[CH:24][S:20]4)[CH:42]=[CH:41]3)=[O:44])[C:65]2[CH:70]=[CH:69][CH:68]=[CH:67][CH:66]=2)=[CH:63][CH:62]=1, predict the reactants needed to synthesize it. The reactants are: C(N(CC)CC)C.CCN=C=NCCCN(C)C.Cl.[S:20]1[CH:24]=[CH:23][N:22]2[CH:25]=[C:26]([C:28]3[CH:49]=[CH:48][CH:47]=[CH:46][C:29]=3[C:30]([NH:32][C:33]3[CH:42]=[CH:41][C:40]4[C:35](=[CH:36][CH:37]=[C:38]([C:43](O)=[O:44])[CH:39]=4)[N:34]=3)=[O:31])[N:27]=[C:21]12.Cl.[NH2:51][C@@H:52]([C:65]1[CH:70]=[CH:69][CH:68]=[CH:67][CH:66]=1)[C:53]([N:55]([CH2:57][C:58]1[CH:63]=[CH:62][C:61]([F:64])=[CH:60][CH:59]=1)[CH3:56])=[O:54]. (2) Given the product [C:1]([O:5][C:6](=[O:34])[CH2:7][C@H:8]([NH:12][S:13]([C:16]1[CH:21]=[CH:20][C:19]([NH:22][C:23](=[O:25])[CH3:24])=[CH:18][C:17]=1[OH:26])(=[O:15])=[O:14])[C:9]([NH2:11])=[O:10])([CH3:4])([CH3:2])[CH3:3], predict the reactants needed to synthesize it. The reactants are: [C:1]([O:5][C:6](=[O:34])[CH2:7][C@H:8]([NH:12][S:13]([C:16]1[CH:21]=[CH:20][C:19]([NH:22][C:23](=[O:25])[CH3:24])=[CH:18][C:17]=1[O:26]CC1C=CC=CC=1)(=[O:15])=[O:14])[C:9]([NH2:11])=[O:10])([CH3:4])([CH3:3])[CH3:2].